This data is from Forward reaction prediction with 1.9M reactions from USPTO patents (1976-2016). The task is: Predict the product of the given reaction. (1) Given the reactants [C:1]([O:5][C:6]([N:8]1[CH2:13][CH2:12][N:11]([C:14]2[CH:19]=[CH:18][C:17](Br)=[CH:16][C:15]=2[CH:21]2[CH2:26][C:25]([CH3:28])([CH3:27])[CH2:24][C:23]([CH3:30])([CH3:29])[CH2:22]2)[CH2:10][CH2:9]1)=[O:7])([CH3:4])([CH3:3])[CH3:2].[C:31](=O)([O-])[O-].[Cs+].[Cs+].CN(C)C=O.CB1OB(C)OB(C)O1, predict the reaction product. The product is: [C:1]([O:5][C:6]([N:8]1[CH2:13][CH2:12][N:11]([C:14]2[CH:19]=[CH:18][C:17]([CH3:31])=[CH:16][C:15]=2[CH:21]2[CH2:26][C:25]([CH3:28])([CH3:27])[CH2:24][C:23]([CH3:30])([CH3:29])[CH2:22]2)[CH2:10][CH2:9]1)=[O:7])([CH3:4])([CH3:3])[CH3:2]. (2) Given the reactants [CH2:1]([NH:3][C:4]([NH:6][C:7]1[N:12]=[CH:11][C:10]([C:13]2[C:14]([O:23][CH:24]3[CH2:29][CH2:28][N:27]([C:30]([O:32][C:33]([CH3:36])([CH3:35])[CH3:34])=[O:31])[CH2:26][CH2:25]3)=[N:15][CH:16]=[C:17]([C:19]([NH:21][NH2:22])=[O:20])[CH:18]=2)=[C:9]([C:37]2[S:38][CH:39]=[C:40]([C:42]([F:45])([F:44])[F:43])[N:41]=2)[CH:8]=1)=[O:5])[CH3:2].[CH2:46](C(CC)(CC)C([O-])([O-])[O-])[CH3:47], predict the reaction product. The product is: [CH2:1]([NH:3][C:4]([NH:6][C:7]1[N:12]=[CH:11][C:10]([C:13]2[C:14]([O:23][CH:24]3[CH2:25][CH2:26][N:27]([C:30]([O:32][C:33]([CH3:36])([CH3:34])[CH3:35])=[O:31])[CH2:28][CH2:29]3)=[N:15][CH:16]=[C:17]([C:19]3[O:20][C:46]([CH3:47])=[N:22][N:21]=3)[CH:18]=2)=[C:9]([C:37]2[S:38][CH:39]=[C:40]([C:42]([F:43])([F:44])[F:45])[N:41]=2)[CH:8]=1)=[O:5])[CH3:2]. (3) The product is: [CH2:7]([N:14]1[C:22]2[C:17](=[CH:18][CH:19]=[CH:20][CH:21]=2)[C:16]([C:23]2[O:24][C:25]([CH2:28][OH:29])=[CH:26][CH:27]=2)=[N:15]1)[C:8]1[CH:13]=[CH:12][CH:11]=[CH:10][CH:9]=1. Given the reactants [H-].[Al+3].[Li+].[H-].[H-].[H-].[CH2:7]([N:14]1[C:22]2[C:17](=[CH:18][CH:19]=[CH:20][CH:21]=2)[C:16]([C:23]2[O:24][C:25]([C:28](OCC)=[O:29])=[CH:26][CH:27]=2)=[N:15]1)[C:8]1[CH:13]=[CH:12][CH:11]=[CH:10][CH:9]=1.C(=O)([O-])[O-].[K+].[K+], predict the reaction product. (4) Given the reactants [C:1]([C:3]1[CH:8]=[CH:7][C:6](B(O)O)=[CH:5][CH:4]=1)#[N:2].[C:12]([O:16][C:17](=[O:32])[NH:18][C:19]1[N:20]([C:25]2[CH:30]=[CH:29][C:28](Br)=[CH:27][CH:26]=2)[N:21]=[N:22][C:23]=1[CH3:24])([CH3:15])([CH3:14])C.CO[C:35]1[CH:36]=[CH:37]C=[C:39](OC)[C:40]=1[C:35]1[CH:40]=[CH:39]C=[CH:37][C:36]=1P(C1CCCCC1)C1CCCCC1.P([O-])([O-])([O-])=O.[K+].[K+].[K+], predict the reaction product. The product is: [C:15]1([C@H:12]([O:16][C:17](=[O:32])[NH:18][C:19]2[N:20]([C:25]3[CH:26]=[CH:27][C:28]([C:6]4[CH:7]=[CH:8][C:3]([C:1]#[N:2])=[CH:4][CH:5]=4)=[CH:29][CH:30]=3)[N:21]=[N:22][C:23]=2[CH3:24])[CH3:14])[CH:37]=[CH:36][CH:35]=[CH:40][CH:39]=1. (5) Given the reactants C([O:3][C:4]([C:6]1[CH:11]=[CH:10][C:9]([C:12]2[CH:17]=[C:16]([NH:18][C:19](=[O:30])[CH2:20][N:21]([C:23]([O:25][C:26]([CH3:29])([CH3:28])[CH3:27])=[O:24])[CH3:22])[CH:15]=[CH:14][C:13]=2[Cl:31])=[CH:8][CH:7]=1)=[O:5])C, predict the reaction product. The product is: [C:26]([O:25][C:23]([N:21]([CH3:22])[CH2:20][C:19]([NH:18][C:16]1[CH:15]=[CH:14][C:13]([Cl:31])=[C:12]([C:9]2[CH:8]=[CH:7][C:6]([C:4]([OH:5])=[O:3])=[CH:11][CH:10]=2)[CH:17]=1)=[O:30])=[O:24])([CH3:29])([CH3:28])[CH3:27]. (6) Given the reactants CCCCCCCCCCCCCCCC(OC[C@@H:20]([O:33][C:34]([CH2:36][CH2:37][CH2:38][CH2:39][CH2:40][CH2:41]CCCCCCCCC)=O)[CH2:21]OP(OCC[N+](C)(C)C)([O-])=O)=O.CC(CCC[C@H]([C@@H]1[C@]2(C)[C@H]([C@H]3[C@H](CC2)[C@]2(C)C(C[C@H](CC2)O)=CC3)CC1)C)C.[CH3:79][CH2:80][CH2:81][C:82]1[C:83]2[N:92]=C(C3C=C(S(N4CCN(C)CC4)(=O)=O)C=CC=3OCC)[NH:90][C:88](=[O:89])[C:84]=2[N:85]([CH3:87])[N:86]=1.S([O-])([O-])(=O)=O.[NH4+].[NH4+].O=C[C@@H]([C@H]([C@@H]([C@@H](CO)O)O)O)O.CCCC1C2N=C(C3C=C([S:154]([N:157]4[CH2:162][CH2:161][N:160]([CH3:163])[CH2:159][CH2:158]4)(=[O:156])=[O:155])C=CC=3OCC)NC(=O)C=2N(C)N=1.C(C(O)(C(O)=O)CC(O)=O)C(O)=O, predict the reaction product. The product is: [CH3:79][CH2:80][CH2:81][C:82]1[C:83]2[N:92]=[C:41]([C:40]3[CH:39]=[C:38]([S:154]([N:157]4[CH2:162][CH2:161][N:160]([CH3:163])[CH2:159][CH2:158]4)(=[O:156])=[O:155])[CH:37]=[CH:36][C:34]=3[O:33][CH2:20][CH3:21])[NH:90][C:88](=[O:89])[C:84]=2[N:85]([CH3:87])[N:86]=1.